This data is from Experimentally validated miRNA-target interactions with 360,000+ pairs, plus equal number of negative samples. The task is: Binary Classification. Given a miRNA mature sequence and a target amino acid sequence, predict their likelihood of interaction. (1) The miRNA is cel-miR-84-5p with sequence UGAGGUAGUAUGUAAUAUUGUAGA. The protein sequence of the target gene is MEEESIKEGSEKPRGARTADKAGWIKKSSGGLLGLWKDRYLLLCQAQLLVYENEDEQKCVETVELGSYEKCQDLRTLLKRKHHRFILLRSPGNKVSDIKFQAPSGEEKESWIKALNEGINRGKNKAFDEVKVDKTCALEHVTRNRVRGGQRRRPPTRIHLKEVASAASDGLSRLDLDVPDSGPPVFAPLSDISEDQPQEPPRALMPPVKPSPGPETSAVEDSKETPAGERALTPDSASSGANPESQEDAETPAKEDSDVKSLPNSTLSEKLKVSWENPSPEKPSAPESAQLSSSETPEAT.... Result: 0 (no interaction). (2) The miRNA is mmu-miR-463-3p with sequence UGAUAGACACCAUAUAAGGUAG. The protein sequence of the target gene is MAGWAGFELSALNPLRTLWLALAAAFLFALLLQLAPARLLPSCALFQDLLRYGKTKQSGSRRPAVCRAFDVPKRYFSHFYVISVVWNGSLLWLLSQSLFLGAPFPNWLSALLRTLGATQFQALEMESKASRMPAAELALSAFLVLVFLWVHSLRRLFECFYVSVFSNAAIHVVQYCFGLVYYVLVGLTVLSQVPMDDKNVYVLGKNLLIQARWFHILGMVMFFWSSAHQYKCHVILSNLRRNKKGVVIHCQHRIPFGDWFEYVSSANYLAELMIYISMAVTFGLHNLTWWLVVTYVFSSQ.... Result: 0 (no interaction). (3) The miRNA is hsa-miR-6883-5p with sequence AGGGAGGGUGUGGUAUGGAUGU. The protein sequence of the target gene is MAIHKALVMCLGLPLFLFPGAWAQGHVPPGCSQGLNPLYYNLCDRSGAWGIVLEAVAGAGIVTTFVLTIILVASLPFVQDTKKRSLLGTQVFFLLGTLGLFCLVFACVVKPDFSTCASRRFLFGVLFAICFSCLAAHVFALNFLARKNHGPRGWVIFTVALLLTLVEVIINTEWLIITLVRGSGEGGPQGNSSAGWAVASPCAIANMDFVMALIYVMLLLLGAFLGAWPALCGRYKRWRKHGVFVLLTTATSVAIWVVWIVMYTYGNKQHNSPTWDDPTLAIALAANAWAFVLFYVIPEV.... Result: 1 (interaction).